Task: Predict which catalyst facilitates the given reaction.. Dataset: Catalyst prediction with 721,799 reactions and 888 catalyst types from USPTO (1) Reactant: [CH3:1][O:2][C:3]1[CH:4]=[C:5]([C:9]([C:11]2[NH:12][CH:13]=[C:14]([C:16]3[CH:21]=[CH:20][CH:19]=[CH:18][CH:17]=3)[N:15]=2)=[O:10])[CH:6]=[CH:7][CH:8]=1.C(=O)([O-])[O-].[K+].[K+].C1OCCOCCOCCOCCOCCOC1.[CH2:46](Br)[CH2:47][CH:48]=[CH2:49]. Product: [CH2:49]([N:12]1[CH:13]=[C:14]([C:16]2[CH:21]=[CH:20][CH:19]=[CH:18][CH:17]=2)[N:15]=[C:11]1[C:9]([C:5]1[CH:6]=[CH:7][CH:8]=[C:3]([O:2][CH3:1])[CH:4]=1)=[O:10])[CH2:48][CH:47]=[CH2:46]. The catalyst class is: 18. (2) Reactant: [NH:1]([C:31]([O:33][C:34]([CH3:37])([CH3:36])[CH3:35])=[O:32])[C@H:2]([C:28](O)=[O:29])[CH2:3][CH2:4][CH2:5][NH:6][C:7](=[NH:27])[NH:8][S:9]([C:12]1[C:25]([CH3:26])=[C:23]([CH3:24])[C:22]2[O:21][C:18]([CH3:20])([CH3:19])[CH2:17][CH2:16][C:15]=2[C:13]=1[CH3:14])(=[O:11])=[O:10].[NH2:38][C:39]1[CH:46]=[CH:45][C:42]([CH2:43][OH:44])=[CH:41][CH:40]=1.CCOC1N(C(OCC)=O)C2C(=CC=CC=2)C=C1.C1(C)C=CC=CC=1. Product: [C:34]([O:33][C:31]([NH:1][C@@H:2]([CH2:3][CH2:4][CH2:5][NH:6][C:7](=[NH:27])[NH:8][S:9]([C:12]1[C:13]([CH3:14])=[C:15]2[C:22](=[C:23]([CH3:24])[C:25]=1[CH3:26])[O:21][C:18]([CH3:20])([CH3:19])[CH2:17][CH2:16]2)(=[O:10])=[O:11])[C:28]([NH:38][C:39]1[CH:46]=[CH:45][C:42]([CH2:43][OH:44])=[CH:41][CH:40]=1)=[O:29])=[O:32])([CH3:37])([CH3:35])[CH3:36]. The catalyst class is: 8. (3) Reactant: [Cl:1][C:2]1[CH:7]=[CH:6][C:5]([N:8]2[C:13](=[O:14])[C:12]3[NH:15][N:16]=[C:17]([C:18]4[CH:23]=[CH:22][CH:21]=[CH:20][CH:19]=4)[C:11]=3[N:10]=[C:9]2[C:24]2[CH:29]=[CH:28][C:27]([CH:30]([CH3:32])[CH3:31])=[CH:26][CH:25]=2)=[CH:4][CH:3]=1.[CH3:33][N:34]([CH3:38])[C:35](Cl)=[O:36]. Product: [CH3:33][N:34]([CH3:38])[C:35]([N:15]1[C:12]2[C:13](=[O:14])[N:8]([C:5]3[CH:4]=[CH:3][C:2]([Cl:1])=[CH:7][CH:6]=3)[C:9]([C:24]3[CH:25]=[CH:26][C:27]([CH:30]([CH3:32])[CH3:31])=[CH:28][CH:29]=3)=[N:10][C:11]=2[C:17]([C:18]2[CH:23]=[CH:22][CH:21]=[CH:20][CH:19]=2)=[N:16]1)=[O:36]. The catalyst class is: 17. (4) Reactant: [Cl:1][C:2]1[N:7]=[C:6]([OH:8])[CH:5]=[CH:4][CH:3]=1.Cl[C:10]([F:15])([F:14])C([O-])=O.[Na+].[OH-].[Na+]. Product: [Cl:1][C:2]1[CH:3]=[CH:4][CH:5]=[C:6]([O:8][CH:10]([F:15])[F:14])[N:7]=1. The catalyst class is: 3. (5) Product: [Cl:79][C:68]1[C:69]([C:71]2[C:76]([CH3:77])=[CH:75][C:74]([CH3:78])=[CH:73][N:72]=2)=[CH:70][C:65]([N:58]2[CH2:59][CH2:60][C:61]3[N:62]=[C:54]([N:49]4[CH2:53][CH2:52][CH2:51][CH2:50]4)[S:55][C:56]=3[C:57]2=[O:63])=[N:66][CH:67]=1. Reactant: CC1(C)C2C(=C(P(C3C=CC=CC=3)C3C=CC=CC=3)C=CC=2)OC2C(P(C3C=CC=CC=3)C3C=CC=CC=3)=CC=CC1=2.C([O-])([O-])=O.[Cs+].[Cs+].[N:49]1([C:54]2[S:55][C:56]3[C:57](=[O:63])[NH:58][CH2:59][CH2:60][C:61]=3[N:62]=2)[CH2:53][CH2:52][CH2:51][CH2:50]1.Cl[C:65]1[CH:70]=[C:69]([C:71]2[C:76]([CH3:77])=[CH:75][C:74]([CH3:78])=[CH:73][N:72]=2)[C:68]([Cl:79])=[CH:67][N:66]=1. The catalyst class is: 203. (6) Reactant: [OH:1][CH:2]([CH:14]=[CH2:15])[CH2:3][CH2:4][CH2:5][CH2:6][CH2:7][CH2:8][CH2:9][C:10]([O:12][CH3:13])=[O:11].C(OC=C)(=O)C. Product: [OH:1][C@@H:2]([CH:14]=[CH2:15])[CH2:3][CH2:4][CH2:5][CH2:6][CH2:7][CH2:8][CH2:9][C:10]([O:12][CH3:13])=[O:11]. The catalyst class is: 740. (7) Reactant: [F:1][C:2]1[CH:3]=[C:4]([C@@H:8]2[N:12]([C:13]3[CH:18]=[CH:17][N:16]4[N:19]=[CH:20][C:21]([C:22]([O:24]CC)=[O:23])=[C:15]4[N:14]=3)[C@@:11]([CH2:28][OH:29])([CH3:27])[CH2:10][CH2:9]2)[CH:5]=[N:6][CH:7]=1.[OH-].[Na+].Cl. Product: [F:1][C:2]1[CH:3]=[C:4]([C@@H:8]2[N:12]([C:13]3[CH:18]=[CH:17][N:16]4[N:19]=[CH:20][C:21]([C:22]([OH:24])=[O:23])=[C:15]4[N:14]=3)[C@@:11]([CH2:28][OH:29])([CH3:27])[CH2:10][CH2:9]2)[CH:5]=[N:6][CH:7]=1. The catalyst class is: 5.